This data is from Full USPTO retrosynthesis dataset with 1.9M reactions from patents (1976-2016). The task is: Predict the reactants needed to synthesize the given product. (1) Given the product [NH2:2][C@H:3]([C:9]([OH:11])=[O:10])[CH2:4][CH2:5][CH2:6][CH2:7][NH:8][C:21]([O:22][C:23]([CH3:26])([CH3:25])[CH3:24])=[O:27], predict the reactants needed to synthesize it. The reactants are: Cl.[NH2:2][C@H:3]([C:9]([OH:11])=[O:10])[CH2:4][CH2:5][CH2:6][CH2:7][NH2:8].N1C2C=CC=CC=2N=N1.[C:21](=O)([O:27]C1C=CC=CC=1)[O:22][C:23]([CH3:26])([CH3:25])[CH3:24]. (2) Given the product [CH:1]([O:4][C:5]1[N:6]=[CH:7][C:8]([CH:9]=[N:18][C:17]2[CH:19]=[CH:20][CH:21]=[C:15]([O:14][CH3:13])[CH:16]=2)=[CH:11][CH:12]=1)([CH3:3])[CH3:2], predict the reactants needed to synthesize it. The reactants are: [CH:1]([O:4][C:5]1[CH:12]=[CH:11][C:8]([CH:9]=O)=[CH:7][N:6]=1)([CH3:3])[CH3:2].[CH3:13][O:14][C:15]1[CH:16]=[C:17]([CH:19]=[CH:20][CH:21]=1)[NH2:18]. (3) The reactants are: CN(C)C=O.Br[CH2:7][CH2:8][S:9][C:10]1[S:11][CH:12]=[CH:13][CH:14]=1.C(=O)([O-])[O-].[K+].[K+].Cl.[F:22][C:23]([F:34])([F:33])[C:24]([N:26]1[CH2:31][CH2:30][CH:29]([NH2:32])[CH2:28][CH2:27]1)=[O:25]. Given the product [S:11]1[CH:12]=[CH:13][CH:14]=[C:10]1[S:9][CH2:8][CH2:7][NH:32][CH:29]1[CH2:28][CH2:27][N:26]([C:24](=[O:25])[C:23]([F:22])([F:33])[F:34])[CH2:31][CH2:30]1, predict the reactants needed to synthesize it. (4) The reactants are: [C:1]([O:5][C:6](=[O:19])[NH:7][C:8]1[CH:13]=[C:12]([N:14]([CH3:16])[CH3:15])[C:11]([Cl:17])=[CH:10][C:9]=1[NH2:18])([CH3:4])([CH3:3])[CH3:2].C([O:24][C:25](=O)[CH2:26][C:27]([C:29]1[CH:34]=[CH:33][CH:32]=[C:31]([C:35]2[N:36]([CH3:40])[N:37]=[CH:38][CH:39]=2)[CH:30]=1)=[O:28])(C)(C)C. Given the product [C:1]([O:5][C:6](=[O:19])[NH:7][C:8]1[CH:13]=[C:12]([N:14]([CH3:16])[CH3:15])[C:11]([Cl:17])=[CH:10][C:9]=1[NH:18][C:25](=[O:24])[CH2:26][C:27]([C:29]1[CH:34]=[CH:33][CH:32]=[C:31]([C:35]2[N:36]([CH3:40])[N:37]=[CH:38][CH:39]=2)[CH:30]=1)=[O:28])([CH3:4])([CH3:2])[CH3:3], predict the reactants needed to synthesize it. (5) Given the product [CH2:14]([O:13][C:11](=[O:12])[CH2:10][O:9][C:8]1[CH:16]=[CH:17][C:5]([S:2]([N:33]2[CH2:32][C:31]([CH3:39])([CH3:38])[C:30]3[C:35](=[CH:36][C:27]([O:26][CH2:19][C:20]4[CH:21]=[CH:22][CH:23]=[CH:24][CH:25]=4)=[CH:28][CH:29]=3)[CH:34]2[CH3:37])(=[O:4])=[O:3])=[CH:6][C:7]=1[CH3:18])[CH3:15], predict the reactants needed to synthesize it. The reactants are: Cl[S:2]([C:5]1[CH:17]=[CH:16][C:8]([O:9][CH2:10][C:11]([O:13][CH2:14][CH3:15])=[O:12])=[C:7]([CH3:18])[CH:6]=1)(=[O:4])=[O:3].[CH2:19]([O:26][C:27]1[CH:36]=[C:35]2[C:30]([C:31]([CH3:39])([CH3:38])[CH2:32][NH:33][CH:34]2[CH3:37])=[CH:29][CH:28]=1)[C:20]1[CH:25]=[CH:24][CH:23]=[CH:22][CH:21]=1.